This data is from Forward reaction prediction with 1.9M reactions from USPTO patents (1976-2016). The task is: Predict the product of the given reaction. (1) Given the reactants [CH2:1]([NH:3][C:4]([C:6]1[CH:7]=[CH:8][C:9]2[C:10](=[C:21]3[CH2:26][CH2:25][NH:24][CH2:23][CH2:22]3)[C:11]3[C:16]([O:17][C:18]=2[CH:19]=1)=[C:15]([OH:20])[CH:14]=[CH:13][CH:12]=3)=[O:5])[CH3:2], predict the reaction product. The product is: [CH2:1]([NH:3][C:4]([C:6]1[CH:7]=[CH:8][C:9]2[CH:10]([CH:21]3[CH2:26][CH2:25][NH:24][CH2:23][CH2:22]3)[C:11]3[C:16]([O:17][C:18]=2[CH:19]=1)=[C:15]([OH:20])[CH:14]=[CH:13][CH:12]=3)=[O:5])[CH3:2]. (2) Given the reactants CC(C)([O-])C.[K+].[C:7]([CH2:9][C:10]([O:12][CH2:13][CH3:14])=[O:11])#[N:8].Cl[C:16]1[CH:21]=[C:20]([O:22][CH3:23])[C:19]([O:24][CH3:25])=[CH:18][C:17]=1[N+:26]([O-:28])=[O:27].O, predict the reaction product. The product is: [C:7]([CH:9]([C:16]1[CH:21]=[C:20]([O:22][CH3:23])[C:19]([O:24][CH3:25])=[CH:18][C:17]=1[N+:26]([O-:28])=[O:27])[C:10]([O:12][CH2:13][CH3:14])=[O:11])#[N:8]. (3) Given the reactants C(OC([N:8]([CH2:14][CH2:15][CH2:16][N:17]1[C:21]([C:22]2[CH:27]=[CH:26][C:25]([F:28])=[CH:24][CH:23]=2)=[CH:20][S:19][C:18]1=[N:29][C:30]1[CH:35]=[CH:34][C:33]([Cl:36])=[CH:32][C:31]=1[O:37][CH3:38])[CH2:9][CH2:10][C:11]([OH:13])=[O:12])=O)(C)(C)C.Cl, predict the reaction product. The product is: [Cl:36][C:33]1[CH:34]=[CH:35][C:30]([N:29]=[C:18]2[N:17]([CH2:16][CH2:15][CH2:14][NH:8][CH2:9][CH2:10][C:11]([OH:13])=[O:12])[C:21]([C:22]3[CH:23]=[CH:24][C:25]([F:28])=[CH:26][CH:27]=3)=[CH:20][S:19]2)=[C:31]([O:37][CH3:38])[CH:32]=1. (4) Given the reactants [C:1]([C:5]1[CH:10]=[CH:9][C:8]([C:11]2[S:12][CH:13]=[C:14]([C:17]([CH3:19])=O)[C:15]=2[OH:16])=[CH:7][CH:6]=1)([CH3:4])([CH3:3])[CH3:2].[NH:20]([C:22]([C:24]1[S:28][C:27]([C:29]([O:31][CH3:32])=[O:30])=[CH:26][CH:25]=1)=[O:23])[NH2:21], predict the reaction product. The product is: [C:1]([C:5]1[CH:10]=[CH:9][C:8]([C:11]2[S:12][CH:13]=[C:14]([C:17](=[N:21][NH:20][C:22]([C:24]3[S:28][C:27]([C:29]([O:31][CH3:32])=[O:30])=[CH:26][CH:25]=3)=[O:23])[CH3:19])[C:15]=2[OH:16])=[CH:7][CH:6]=1)([CH3:4])([CH3:3])[CH3:2]. (5) Given the reactants [N:1]12[CH2:8][CH2:7][C:4]([C:9]([C:16]3[S:17][CH:18]=[CH:19][CH:20]=3)([C:11]3[S:12][CH:13]=[CH:14][CH:15]=3)O)([CH2:5][CH2:6]1)[CH2:3][CH2:2]2.[Al+3].[Cl-].[Cl-].[Cl-].[Si]([C:29]#[N:30])(C)(C)C, predict the reaction product. The product is: [N:1]12[CH2:8][CH2:7][C:4]([C:9]([C:16]3[S:17][CH:18]=[CH:19][CH:20]=3)([C:11]3[S:12][CH:13]=[CH:14][CH:15]=3)[C:29]#[N:30])([CH2:5][CH2:6]1)[CH2:3][CH2:2]2.